From a dataset of Reaction yield outcomes from USPTO patents with 853,638 reactions. Predict the reaction yield, written as a fraction of the theoretical maximum amount of product (1.0 means a 100% yield; for example, 0.34 means a 34% yield). The reactants are [NH2:1][C:2]1[N:7]=[C:6](Cl)[C:5]([NH:9][CH:10]=[O:11])=[C:4]([Cl:12])[N:3]=1.[NH3:13]. The yield is 0.890. No catalyst specified. The product is [NH2:1][C:2]1[N:7]=[C:6]([NH2:13])[C:5]([NH:9][CH:10]=[O:11])=[C:4]([Cl:12])[N:3]=1.